This data is from Catalyst prediction with 721,799 reactions and 888 catalyst types from USPTO. The task is: Predict which catalyst facilitates the given reaction. (1) Reactant: [Cl:1][C:2]1[CH:7]=[CH:6][C:5]([CH2:8][N:9]2[CH2:13][CH2:12][S:11][C:10]2=[N:14][OH:15])=[CH:4][N:3]=1.[CH3:16][N:17]([CH3:21])[C:18](Cl)=[O:19]. Product: [Cl:1][C:2]1[CH:7]=[CH:6][C:5]([CH2:8][N:9]2[CH2:13][CH2:12][S:11][C:10]2=[N:14][O:15][C:18](=[O:19])[N:17]([CH3:21])[CH3:16])=[CH:4][N:3]=1. The catalyst class is: 9. (2) Reactant: [O:1]=[C:2]1[N:7]([CH2:8][C:9]2[CH:14]=[CH:13][C:12]([C:15]3[C:16]([C:21]#[N:22])=[CH:17][CH:18]=[CH:19][CH:20]=3)=[CH:11][CH:10]=2)[C:6]2[S:23][C:24]([CH2:26][C:27]([F:30])([F:29])[F:28])=[CH:25][C:5]=2[C:4](=[O:31])[NH:3]1.[CH:32]1([CH:38]2[CH2:40][O:39]2)[CH2:37][CH2:36][CH2:35][CH2:34][CH2:33]1.CN(C)C=O.C(=O)([O-])[O-].[K+].[K+]. Product: [CH:32]1([C:38](=[O:39])[CH2:40][N:3]2[C:4](=[O:31])[C:5]3[CH:25]=[C:24]([CH2:26][C:27]([F:30])([F:29])[F:28])[S:23][C:6]=3[N:7]([CH2:8][C:9]3[CH:10]=[CH:11][C:12]([C:15]4[C:16]([C:21]#[N:22])=[CH:17][CH:18]=[CH:19][CH:20]=4)=[CH:13][CH:14]=3)[C:2]2=[O:1])[CH2:37][CH2:36][CH2:35][CH2:34][CH2:33]1. The catalyst class is: 69. (3) Reactant: [Br:1][C:2]1[S:3][C:4]([C:9]2[CH:14]=[CH:13][CH:12]=[CH:11][CH:10]=2)=[CH:5][C:6]=1[CH2:7][OH:8]. Product: [Br:1][C:2]1[S:3][C:4]([C:9]2[CH:10]=[CH:11][CH:12]=[CH:13][CH:14]=2)=[CH:5][C:6]=1[CH:7]=[O:8]. The catalyst class is: 327. (4) Reactant: [CH2:1]([O:3][C:4]1[NH:8][N:7]=[C:6]([C:9]2[CH:14]=[CH:13][CH:12]=[CH:11][CH:10]=2)[CH:5]=1)[CH3:2].[Br:15]Br. Product: [Br:15][C:5]1[C:6]([C:9]2[CH:14]=[CH:13][CH:12]=[CH:11][CH:10]=2)=[N:7][NH:8][C:4]=1[O:3][CH2:1][CH3:2]. The catalyst class is: 4. (5) Reactant: [CH2:1]([O:8][C:9]([N:11]1[CH:15]([C:16](O)=[O:17])[CH2:14][S:13][C@@H:12]1[C:19]1[CH:24]=[CH:23][CH:22]=[CH:21][N:20]=1)=[O:10])[C:2]1[CH:7]=[CH:6][CH:5]=[CH:4][CH:3]=1.CCN(C(C)C)C(C)C.CN(C(ON1N=NC2C=CC=NC1=2)=[N+](C)C)C.F[P-](F)(F)(F)(F)F.[NH2:58][C:59]1[S:60][CH:61]=[C:62]([C:64]2[CH:75]=[CH:74][C:67]([C:68]([NH:70][CH:71]3[CH2:73][CH2:72]3)=[O:69])=[CH:66][CH:65]=2)[N:63]=1. Product: [CH2:1]([O:8][C:9]([N:11]1[CH:15]([C:16](=[O:17])[NH:58][C:59]2[S:60][CH:61]=[C:62]([C:64]3[CH:65]=[CH:66][C:67]([C:68](=[O:69])[NH:70][CH:71]4[CH2:73][CH2:72]4)=[CH:74][CH:75]=3)[N:63]=2)[CH2:14][S:13][C@@H:12]1[C:19]1[CH:24]=[CH:23][CH:22]=[CH:21][N:20]=1)=[O:10])[C:2]1[CH:3]=[CH:4][CH:5]=[CH:6][CH:7]=1. The catalyst class is: 3. (6) Reactant: [Br:1][C:2]1[CH:3]=[C:4]([N+:9]([O-:11])=[O:10])[C:5](Cl)=[N:6][CH:7]=1.[CH3:12][NH2:13].CCO. Product: [Br:1][C:2]1[CH:3]=[C:4]([N+:9]([O-:11])=[O:10])[C:5]([NH:13][CH3:12])=[N:6][CH:7]=1. The catalyst class is: 1. (7) Product: [F:1][C:2]1[CH:3]=[C:4]([CH2:27][CH:28]=[O:29])[C:5]([O:25][CH3:26])=[C:6]([C:8]2[S:12][C:11]([C:13]3[CH:14]=[CH:15][C:16]([CH2:21][CH:22]([CH3:24])[CH3:23])=[C:17]([CH:20]=3)[C:18]#[N:19])=[N:10][N:9]=2)[CH:7]=1. The catalyst class is: 10. Reactant: [F:1][C:2]1[CH:3]=[C:4](/[CH:27]=[CH:28]/[O:29]C)[C:5]([O:25][CH3:26])=[C:6]([C:8]2[S:12][C:11]([C:13]3[CH:14]=[CH:15][C:16]([CH2:21][CH:22]([CH3:24])[CH3:23])=[C:17]([CH:20]=3)[C:18]#[N:19])=[N:10][N:9]=2)[CH:7]=1.[I-].[Na+].C[Si](Cl)(C)C.O.